Dataset: Reaction yield outcomes from USPTO patents with 853,638 reactions. Task: Predict the reaction yield, written as a fraction of the theoretical maximum amount of product (1.0 means a 100% yield; for example, 0.34 means a 34% yield). (1) The yield is 0.700. The product is [Cl:13][C:14]1[C:15]([CH3:24])=[C:16]([S:20]([NH:1][C:2]2[CH:11]=[CH:10][C:5]([C:6]([O:8][CH3:9])=[O:7])=[C:4]([OH:12])[CH:3]=2)(=[O:22])=[O:21])[CH:17]=[CH:18][CH:19]=1. No catalyst specified. The reactants are [NH2:1][C:2]1[CH:3]=[C:4]([OH:12])[C:5](=[CH:10][CH:11]=1)[C:6]([O:8][CH3:9])=[O:7].[Cl:13][C:14]1[C:15]([CH3:24])=[C:16]([S:20](Cl)(=[O:22])=[O:21])[CH:17]=[CH:18][CH:19]=1. (2) The reactants are [Br:1][C:2]1[CH:7]=[CH:6][C:5]([NH:8][C:9]2[C:18]([F:19])=[C:17]3[C:12]([C:13]([CH3:20])=[N:14][CH:15]=[N:16]3)=[CH:11][C:10]=2[C:21](O)=[O:22])=[C:4]([Cl:24])[CH:3]=1.C1C=CC2N(O)N=NC=2C=1.CCN(CC)CC.[CH:42]([O:44][CH2:45][CH2:46][O:47][NH2:48])=[CH2:43].CCN=C=NCCCN(C)C. The catalyst is CN(C=O)C.CCOC(C)=O. The product is [CH:42]([O:44][CH2:45][CH2:46][O:47][NH:48][C:21]([C:10]1[CH:11]=[C:12]2[C:17](=[C:18]([F:19])[C:9]=1[NH:8][C:5]1[CH:6]=[CH:7][C:2]([Br:1])=[CH:3][C:4]=1[Cl:24])[N:16]=[CH:15][N:14]=[C:13]2[CH3:20])=[O:22])=[CH2:43]. The yield is 0.420. (3) The reactants are Cl[C:2]1[CH:7]=[CH:6][N:5]=[C:4]([NH2:8])[CH:3]=1.C([O-])([O-])=O.[K+].[K+].[NH:15]1[CH2:20][CH2:19][O:18][CH2:17][CH2:16]1. The catalyst is CS(C)=O.O. The product is [O:18]1[CH2:19][CH2:20][N:15]([C:6]2[N:5]=[C:4]([NH2:8])[CH:3]=[CH:2][CH:7]=2)[CH2:16][CH2:17]1. The yield is 0.470. (4) The reactants are [CH3:1][C:2]1[CH:7]=[C:6](B2OC(C)(C)C(C)(C)O2)[CH:5]=[CH:4][C:3]=1[CH2:17][C:18]([O:20][CH3:21])=[O:19].CC([O-])=O.[K+].Cl[C:28]1[C:33]([CH3:34])=[N:32][CH:31]=[CH:30][N:29]=1. The catalyst is C1(C)C=CC=CC=1.C1COCC1.O.O.C1C=CC(P(C2C=CC=CC=2)[C-]2C=CC=C2)=CC=1.C1C=CC(P(C2C=CC=CC=2)[C-]2C=CC=C2)=CC=1.Cl[Pd]Cl.[Fe+2]. The product is [CH3:1][C:2]1[CH:7]=[C:6]([C:28]2[C:33]([CH3:34])=[N:32][CH:31]=[CH:30][N:29]=2)[CH:5]=[CH:4][C:3]=1[CH2:17][C:18]([O:20][CH3:21])=[O:19]. The yield is 0.370. (5) The reactants are [C:1]([O:7][CH2:8][CH3:9])(=[O:6])[CH2:2][C:3]([O-:5])=O.C(=O)=O.CC(C)=O.[Li]CCCC.[Si:22]([O:39][CH2:40]C(Cl)=O)([C:35]([CH3:38])([CH3:37])[CH3:36])([C:29]1[CH:34]=[CH:33][CH:32]=[CH:31][CH:30]=1)[C:23]1[CH:28]=[CH:27][CH:26]=[CH:25][CH:24]=1.Cl. The catalyst is C1COCC1.C(OCC)C. The yield is 0.600. The product is [Si:22]([O:39][CH2:40][C:3](=[O:5])[CH2:2][C:1]([O:7][CH2:8][CH3:9])=[O:6])([C:35]([CH3:36])([CH3:37])[CH3:38])([C:29]1[CH:30]=[CH:31][CH:32]=[CH:33][CH:34]=1)[C:23]1[CH:28]=[CH:27][CH:26]=[CH:25][CH:24]=1.